Dataset: Catalyst prediction with 721,799 reactions and 888 catalyst types from USPTO. Task: Predict which catalyst facilitates the given reaction. (1) Reactant: [NH2:1][C:2]1[CH:19]=[CH:18][C:5]([CH2:6][N:7]2[C:15](=[O:16])[C:14]3[C:9](=[CH:10][CH:11]=[CH:12][CH:13]=3)[C:8]2=[O:17])=[C:4]([C:20]([F:23])([F:22])[F:21])[CH:3]=1.[I:24][C:25]1[CH:26]=[C:27]([CH:31]=[CH:32][C:33]=1[CH3:34])[C:28](Cl)=[O:29].C(N(CC)CC)C. Product: [O:16]=[C:15]1[C:14]2[C:9](=[CH:10][CH:11]=[CH:12][CH:13]=2)[C:8](=[O:17])[N:7]1[CH2:6][C:5]1[CH:18]=[CH:19][C:2]([NH:1][C:28](=[O:29])[C:27]2[CH:31]=[CH:32][C:33]([CH3:34])=[C:25]([I:24])[CH:26]=2)=[CH:3][C:4]=1[C:20]([F:23])([F:21])[F:22]. The catalyst class is: 4. (2) Reactant: [Cl:1][C:2]1[C:3]([C:9](=[N:24][OH:25])[CH2:10][NH:11][C:12](=[O:23])[C:13]2[CH:18]=[CH:17][CH:16]=[CH:15][C:14]=2[C:19]([F:22])([F:21])[F:20])=[N:4][CH:5]=[C:6]([Cl:8])[CH:7]=1.C(=O)([O-])[O-].[K+].[K+].I[CH:33]([CH2:35][CH3:36])[CH3:34].O. Product: [Cl:1][C:2]1[C:3]([C:9](=[N:24][O:25][CH:33]([CH2:35][CH3:36])[CH3:34])[CH2:10][NH:11][C:12](=[O:23])[C:13]2[CH:18]=[CH:17][CH:16]=[CH:15][C:14]=2[C:19]([F:20])([F:22])[F:21])=[N:4][CH:5]=[C:6]([Cl:8])[CH:7]=1. The catalyst class is: 9. (3) Reactant: [CH3:1][CH:2]([NH2:9])[C:3]1[CH:8]=[CH:7][CH:6]=[CH:5][CH:4]=1.[CH2:10]([O:12][C:13]([N:15]1[CH2:20][CH2:19][C:18](=O)[CH:17]([O:22][CH2:23][CH:24]2[CH2:26][CH2:25]2)[CH2:16]1)=[O:14])[CH3:11].C(O[BH-](OC(=O)C)OC(=O)C)(=O)C.[Na+]. Product: [CH2:10]([O:12][C:13]([N:15]1[CH2:20][CH2:19][C@H:18]([NH:9][CH:2]([C:3]2[CH:8]=[CH:7][CH:6]=[CH:5][CH:4]=2)[CH3:1])[C@H:17]([O:22][CH2:23][CH:24]2[CH2:25][CH2:26]2)[CH2:16]1)=[O:14])[CH3:11]. The catalyst class is: 1. (4) Reactant: [O:1]1[CH2:4][CH:3]([N:5]2[CH2:10][CH2:9][NH:8][CH2:7][CH2:6]2)[CH2:2]1.C(=O)([O-])[O-].[K+].[K+].F[C:18]1[CH:23]=[CH:22][C:21]([N+:24]([O-:26])=[O:25])=[CH:20][CH:19]=1. Product: [N+:24]([C:21]1[CH:22]=[CH:23][C:18]([N:8]2[CH2:9][CH2:10][N:5]([CH:3]3[CH2:4][O:1][CH2:2]3)[CH2:6][CH2:7]2)=[CH:19][CH:20]=1)([O-:26])=[O:25]. The catalyst class is: 47.